Task: Predict the reaction yield, written as a fraction of the theoretical maximum amount of product (1.0 means a 100% yield; for example, 0.34 means a 34% yield).. Dataset: Reaction yield outcomes from USPTO patents with 853,638 reactions (1) The yield is 0.750. The catalyst is C(O)C.[Pd]. The reactants are [N:1]1([C:6]2[CH:13]=[CH:12][CH:11]=[CH:10][C:7]=2[C:8]#[N:9])[CH:5]=[N:4][CH:3]=[N:2]1.[ClH:14]. The product is [ClH:14].[N:1]1([C:6]2[CH:13]=[CH:12][CH:11]=[CH:10][C:7]=2[CH2:8][NH2:9])[CH:5]=[N:4][CH:3]=[N:2]1. (2) The reactants are [CH:1]12[CH2:7][CH:4]([CH2:5][CH2:6]1)[CH:3]=[CH:2]2.[C:8]1(=[O:14])[O:13][C:11](=[O:12])[CH:10]=[CH:9]1.N(C(C)(C)C#N)=NC(C)(C)C#N. The catalyst is O1CCCC1. The product is [CH:1]12[CH2:7][CH:4]([CH2:5][CH2:6]1)[CH:3]=[CH:2]2.[C:11]1(=[O:12])[O:13][C:8](=[O:14])[CH:9]=[CH:10]1. The yield is 0.580. (3) The reactants are [CH3:1]I.[OH:3][C:4]1[C:11]([I:12])=[CH:10][C:7]([C:8]#[N:9])=[C:6]([S:13][CH3:14])[N:5]=1. The catalyst is O1CCOCC1.C(=O)([O-])[O-].[Ag+2]. The product is [I:12][C:11]1[C:4]([O:3][CH3:1])=[N:5][C:6]([S:13][CH3:14])=[C:7]([CH:10]=1)[C:8]#[N:9]. The yield is 0.680. (4) The reactants are [H-].[Na+].[CH2:3]([C:7]1[NH:8][C:9]2[C:14]([CH:15]=1)=[CH:13][CH:12]=[CH:11][CH:10]=2)[CH2:4][CH2:5][CH3:6].[CH3:16]I.Cl. The catalyst is CN(C=O)C.C(OCC)(=O)C. The product is [CH2:3]([C:7]1[N:8]([CH3:16])[C:9]2[C:14]([CH:15]=1)=[CH:13][CH:12]=[CH:11][CH:10]=2)[CH2:4][CH2:5][CH3:6]. The yield is 1.00.